From a dataset of Catalyst prediction with 721,799 reactions and 888 catalyst types from USPTO. Predict which catalyst facilitates the given reaction. Reactant: Cl.N[C:3]1([Si:11]([CH3:19])([CH3:18])[C:12]2[CH:17]=[CH:16][CH:15]=[CH:14][CH:13]=2)[CH2:7][CH2:6][CH:5]([CH2:8]O)[C:4]1=[CH2:10].[NH2:20][C:21]1[NH:22][C:23](=[O:31])[C:24]([N+:28]([O-:30])=[O:29])=[C:25]([NH2:27])[N:26]=1.C([OH:36])CCC.C(N(CC)CC)C. Product: [NH2:20][C:21]1[NH:22][C:23](=[O:31])[C:24]([N+:28]([O-:30])=[O:29])=[C:25]([NH:27][CH:6]2[CH2:7][CH:3]([Si:11]([CH3:19])([CH3:18])[C:12]3[CH:17]=[CH:16][CH:15]=[CH:14][CH:13]=3)[CH:4]([CH2:10][OH:36])[C:5]2=[CH2:8])[N:26]=1. The catalyst class is: 6.